Predict the reactants needed to synthesize the given product. From a dataset of Full USPTO retrosynthesis dataset with 1.9M reactions from patents (1976-2016). Given the product [CH3:10][CH:6]1[CH2:11][C:17]2[C:18](=[CH:19][C:20]3[CH2:21][C:13]([CH3:22])([CH3:12])[CH2:14][C:15]=3[CH:16]=2)[C:7]1=[O:8], predict the reactants needed to synthesize it. The reactants are: [Al+3].[Cl-].[Cl-].[Cl-].Br[C:6]([CH3:11])([CH3:10])[C:7](Br)=[O:8].[CH3:12][C:13]1([CH3:22])[CH2:21][C:20]2[C:15](=[CH:16][CH:17]=[CH:18][CH:19]=2)[CH2:14]1.